Dataset: Full USPTO retrosynthesis dataset with 1.9M reactions from patents (1976-2016). Task: Predict the reactants needed to synthesize the given product. Given the product [O:42]=[C:41]1[CH2:43][CH2:44][C:45](=[O:46])[N:40]1[O:24][C:23](=[O:25])[CH2:22][CH2:21][CH2:20][CH2:19][CH2:18][CH2:17][CH2:16][CH2:15][CH2:14][CH2:13][CH2:12][CH2:11][CH2:10][CH2:9][CH2:8][CH2:7][C:6]([O:5][C:1]([CH3:4])([CH3:2])[CH3:3])=[O:26], predict the reactants needed to synthesize it. The reactants are: [C:1]([O:5][C:6](=[O:26])[CH2:7][CH2:8][CH2:9][CH2:10][CH2:11][CH2:12][CH2:13][CH2:14][CH2:15][CH2:16][CH2:17][CH2:18][CH2:19][CH2:20][CH2:21][CH2:22][C:23]([OH:25])=[O:24])([CH3:4])([CH3:3])[CH3:2].[B-](F)(F)(F)F.CN(C(O[N:40]1[C:45](=[O:46])[CH2:44][CH2:43][C:41]1=[O:42])=[N+](C)C)C.CCN(C(C)C)C(C)C.Cl.